From a dataset of Peptide-MHC class I binding affinity with 185,985 pairs from IEDB/IMGT. Regression. Given a peptide amino acid sequence and an MHC pseudo amino acid sequence, predict their binding affinity value. This is MHC class I binding data. (1) The peptide sequence is YPAVINSNI. The MHC is HLA-B15:01 with pseudo-sequence HLA-B15:01. The binding affinity (normalized) is 0.0847. (2) The peptide sequence is WLRAHPVAI. The MHC is HLA-B14:02 with pseudo-sequence HLA-B14:02. The binding affinity (normalized) is 0.0847. (3) The peptide sequence is TLNGIMMNER. The MHC is HLA-A68:01 with pseudo-sequence HLA-A68:01. The binding affinity (normalized) is 0.389. (4) The peptide sequence is GVQGFIFFF. The MHC is HLA-A01:01 with pseudo-sequence HLA-A01:01. The binding affinity (normalized) is 0.0847.